This data is from Experimentally validated miRNA-target interactions with 360,000+ pairs, plus equal number of negative samples. The task is: Binary Classification. Given a miRNA mature sequence and a target amino acid sequence, predict their likelihood of interaction. The miRNA is hsa-miR-6886-5p with sequence CCCGCAGGUGAGAUGAGGGCU. The protein sequence of the target gene is MAGAGPAPGLPGAGGPVVPGPGAGIPGKSGEERLKEMEAEMALFEQEVLGAPVPGIPTAVPAVPTVPTVPTVEAMQVPAAPVIRPIIATNTYQQVQQTLEARAAAAATVVPPMVGGPPFVGPVGFGPGDRSHLDSPEAREAMFLRRAAVAPQRAPILRPAFVPHVLQRADSALSSAAAGPRPMALRPPHQALVGPPLPGPPGPPMMLPPMARAPGPPLGSMAALRPPLEEPAAPRELGLGLGLGLKEKEEAVVAAAAGLEEASAAVAVGAGGAPAGPAVIGPSLPLALAMPLPEPEPLPL.... Result: 0 (no interaction).